From a dataset of Forward reaction prediction with 1.9M reactions from USPTO patents (1976-2016). Predict the product of the given reaction. (1) Given the reactants Cl[C:2]1[N:7]=[C:6]([Cl:8])[N:5]=[CH:4][N:3]=1.CCN(C(C)C)C(C)C.[F:18][CH:19]([F:26])[N:20]1[CH:24]=[C:23]([NH2:25])[CH:22]=[N:21]1, predict the reaction product. The product is: [Cl:8][C:6]1[N:5]=[CH:4][N:3]=[C:2]([NH:25][C:23]2[CH:22]=[N:21][N:20]([CH:19]([F:26])[F:18])[CH:24]=2)[N:7]=1. (2) The product is: [N:4]1[N:3]([CH2:7][C:8]([N:27]2[CH2:28][C@H:29]([CH2:31][C:32]3[CH:37]=[CH:36][CH:35]=[C:34]([O:38][CH3:39])[CH:33]=3)[CH2:30][C@H:26]2[C:24]([NH:23][C:20]2[CH:21]=[CH:22][C:17]([O:16][C:15]3[CH:14]=[CH:13][C:12]([F:11])=[CH:41][CH:40]=3)=[CH:18][CH:19]=2)=[O:25])=[O:10])[N:2]=[CH:6][CH:5]=1. Given the reactants Cl.[N:2]1[N:3]([CH2:7][C:8]([OH:10])=O)[N:4]=[CH:5][CH:6]=1.[F:11][C:12]1[CH:41]=[CH:40][C:15]([O:16][C:17]2[CH:22]=[CH:21][C:20]([NH:23][C:24]([C@@H:26]3[CH2:30][C@@H:29]([CH2:31][C:32]4[CH:37]=[CH:36][CH:35]=[C:34]([O:38][CH3:39])[CH:33]=4)[CH2:28][NH:27]3)=[O:25])=[CH:19][CH:18]=2)=[CH:14][CH:13]=1, predict the reaction product. (3) Given the reactants [Cl:1][C:2]1[CH:3]=[C:4]([C:9]2[CH:14]=[CH:13][C:12]([C:15]([OH:17])=O)=[C:11]([N+:18]([O-:20])=[O:19])[CH:10]=2)[CH:5]=[CH:6][C:7]=1[Cl:8].[N:21]1([CH2:26][C:27]2[CH:32]=[CH:31][C:30]([CH2:33][CH2:34][NH2:35])=[CH:29][CH:28]=2)[CH2:25][CH2:24][CH2:23][CH2:22]1, predict the reaction product. The product is: [N:21]1([CH2:26][C:27]2[CH:32]=[CH:31][C:30]([CH2:33][CH2:34][NH:35][C:15]([C:12]3[CH:13]=[CH:14][C:9]([C:4]4[CH:5]=[CH:6][C:7]([Cl:8])=[C:2]([Cl:1])[CH:3]=4)=[CH:10][C:11]=3[N+:18]([O-:20])=[O:19])=[O:17])=[CH:29][CH:28]=2)[CH2:25][CH2:24][CH2:23][CH2:22]1. (4) Given the reactants [Cl:1][C:2]1[C:10]2[N:9]=[C:8]([C:11]3[CH:12]=[CH:13][C:14]4[N:15]([CH2:24][CH3:25])[C:16]5[C:21]([C:22]=4[CH:23]=3)=[CH:20][CH:19]=[CH:18][CH:17]=5)[N:7]([CH2:26][CH:27]3[CH2:29][CH2:28]3)[C:6]=2[CH:5]=[CH:4][C:3]=1[C:30]([O:32]C)=[O:31].[OH-].[Na+].Cl, predict the reaction product. The product is: [Cl:1][C:2]1[C:10]2[N:9]=[C:8]([C:11]3[CH:12]=[CH:13][C:14]4[N:15]([CH2:24][CH3:25])[C:16]5[C:21]([C:22]=4[CH:23]=3)=[CH:20][CH:19]=[CH:18][CH:17]=5)[N:7]([CH2:26][CH:27]3[CH2:28][CH2:29]3)[C:6]=2[CH:5]=[CH:4][C:3]=1[C:30]([OH:32])=[O:31]. (5) Given the reactants [N+:1]([CH:4]([C:10]1[CH:19]=[CH:18][C:17]2[C:12](=[CH:13][CH:14]=[CH:15][C:16]=2[CH2:20][CH:21]=[CH2:22])[N:11]=1)[C:5]([O:7][CH2:8][CH3:9])=[O:6])([O-])=O.[NH2:23]C(C1C=CC2C(=CC=CC=2CC=C)N=1)C(OCC)=O.N([O-])=O.[Na+], predict the reaction product. The product is: [CH2:20]([C:16]1[CH:15]=[CH:14][CH:13]=[C:12]2[C:17]=1[CH:18]=[CH:19][C:10]1[N:11]2[N:23]=[N:1][C:4]=1[C:5]([O:7][CH2:8][CH3:9])=[O:6])[CH:21]=[CH2:22]. (6) Given the reactants Cl[CH2:2][C:3]1[N:12]([C:13]2[CH:18]=[CH:17][CH:16]=[CH:15][C:14]=2[Cl:19])[C:11](=[O:20])[C:10]2[C:5](=[CH:6][C:7]([O:23][CH3:24])=[C:8]([O:21][CH3:22])[CH:9]=2)[N:4]=1.O.[SH:26][C:27]1[N:35]=[CH:34][N:33]=[C:32]2[C:28]=1[NH:29][CH:30]=[N:31]2.C([O-])([O-])=O.[K+].[K+], predict the reaction product. The product is: [Cl:19][C:14]1[CH:15]=[CH:16][CH:17]=[CH:18][C:13]=1[N:12]1[C:11](=[O:20])[C:10]2[C:5](=[CH:6][C:7]([O:23][CH3:24])=[C:8]([O:21][CH3:22])[CH:9]=2)[N:4]=[C:3]1[CH2:2][S:26][C:27]1[N:35]=[CH:34][N:33]=[C:32]2[C:28]=1[N:29]=[CH:30][NH:31]2. (7) Given the reactants [NH2:1][CH2:2][CH2:3][CH2:4][CH2:5][N:6]1[C:18]2[C:17]3[CH:16]=[CH:15][CH:14]=[CH:13][C:12]=3[N:11]=[C:10]([NH2:19])[C:9]=2[N:8]=[CH:7]1.[C:20]([C:28]1[CH:29]=[C:30]([CH:34]=[CH:35][CH:36]=1)[C:31](Cl)=[O:32])(=[O:27])[C:21]1[CH:26]=[CH:25][CH:24]=[CH:23][CH:22]=1, predict the reaction product. The product is: [NH2:19][C:10]1[C:9]2[N:8]=[CH:7][N:6]([CH2:5][CH2:4][CH2:3][CH2:2][NH:1][C:31](=[O:32])[C:30]3[CH:34]=[CH:35][CH:36]=[C:28]([C:20](=[O:27])[C:21]4[CH:22]=[CH:23][CH:24]=[CH:25][CH:26]=4)[CH:29]=3)[C:18]=2[C:17]2[CH:16]=[CH:15][CH:14]=[CH:13][C:12]=2[N:11]=1.